From a dataset of Forward reaction prediction with 1.9M reactions from USPTO patents (1976-2016). Predict the product of the given reaction. (1) Given the reactants [C:1]([NH:4][C:5]1[S:6][C:7]2[C:13]([C:14]#[N:15])=[C:12]([O:16][C:17]3[CH:18]=[C:19]([NH:23]C(=O)C(F)(F)F)[CH:20]=[CH:21][CH:22]=3)[CH:11]=[CH:10][C:8]=2[N:9]=1)(=[O:3])[CH3:2].O.[OH-].[Li+], predict the reaction product. The product is: [NH2:23][C:19]1[CH:18]=[C:17]([CH:22]=[CH:21][CH:20]=1)[O:16][C:12]1[CH:11]=[CH:10][C:8]2[N:9]=[C:5]([NH:4][C:1](=[O:3])[CH3:2])[S:6][C:7]=2[C:13]=1[C:14]#[N:15]. (2) The product is: [CH:1]1([N:3]2[C:8](=[O:9])[C:7]([NH:11][C:12](=[O:23])[C:13]3[CH:18]=[C:17]([F:19])[C:16]([F:20])=[C:15]([F:21])[C:14]=3[F:22])([CH3:10])[C:6](=[O:24])[NH:5][C:4]2=[O:25])[CH2:36][CH2:35][CH2:34][CH2:39][CH2:2]1. Given the reactants [CH2:1]([N:3]1[C:8](=[O:9])[C:7]([NH:11][C:12](=[O:23])[C:13]2[CH:18]=[C:17]([F:19])[C:16]([F:20])=[C:15]([F:21])[C:14]=2[F:22])([CH3:10])[C:6](=[O:24])[NH:5][C:4]1=[O:25])[CH3:2].NC1(C)C(=O)N([CH:34]2[CH2:39]CC[CH2:36][CH2:35]2)C(=O)NC1=O, predict the reaction product.